Task: Predict the reactants needed to synthesize the given product.. Dataset: Full USPTO retrosynthesis dataset with 1.9M reactions from patents (1976-2016) (1) Given the product [F:26][CH:25]([F:27])[C:15]1[N:14]([C:4]2[N:5]=[C:6]([N:8]3[CH2:13][CH2:12][O:11][CH2:10][CH2:9]3)[N:7]=[C:2]([C:39]3[CH:38]=[CH:37][C:36]([NH:35][C:33](=[O:34])[O:32][C:28]([CH3:30])([CH3:29])[CH3:31])=[CH:41][CH:40]=3)[N:3]=2)[C:18]2[CH:19]=[CH:20][CH:21]=[C:22]([O:23][CH3:24])[C:17]=2[N:16]=1, predict the reactants needed to synthesize it. The reactants are: Cl[C:2]1[N:7]=[C:6]([N:8]2[CH2:13][CH2:12][O:11][CH2:10][CH2:9]2)[N:5]=[C:4]([N:14]2[C:18]3[CH:19]=[CH:20][CH:21]=[C:22]([O:23][CH3:24])[C:17]=3[N:16]=[C:15]2[CH:25]([F:27])[F:26])[N:3]=1.[C:28]([O:32][C:33]([NH:35][C:36]1[CH:41]=[CH:40][C:39](B(O)O)=[CH:38][CH:37]=1)=[O:34])([CH3:31])([CH3:30])[CH3:29].C([O-])([O-])=O.[K+].[K+]. (2) Given the product [CH3:15][C:14]1[NH:44][CH:43]=[N:32][C:13]=1[CH2:12][S:11][CH2:10][CH2:9]/[N:8]=[C:3](/[NH:2][C:1]#[N:77])\[NH:76][CH3:75], predict the reactants needed to synthesize it. The reactants are: [CH3:1][NH:2][C:3]([NH:8][CH2:9][CH2:10][S:11][CH2:12][C:13]1OC(CN(C)C)=[CH:15][CH:14]=1)=C[N+]([O-])=O.CN1CCN(CC([N:32]2[C:43]3[N:44]=CC=CC=3NC(=O)C3C=CC=CC2=3)=O)CC1.Cl.Cl.CC(OC1C=CC(C(C2C=CC=[CH:75][N:76]=2)C2C=CC(OC(C)=O)=CC=2)=CC=1)=O.[NH2:77]C1C=C(C(O)=O)C(O)=CC=1. (3) Given the product [CH:2]1([N:5]2[C:9]([C:10]([N:53]3[CH2:54][CH2:55][CH:50]([N:45]4[CH2:49][CH2:48][CH2:47][CH2:46]4)[CH2:51][CH2:52]3)=[O:11])=[C:8]([C:13]3[CH:14]=[N:15][C:16]([N:19]([CH2:20][C:21]4[CH:26]=[CH:25][CH:24]=[CH:23][CH:22]=4)[CH2:27][C:28]4[CH:33]=[CH:32][CH:31]=[CH:30][CH:29]=4)=[CH:17][CH:18]=3)[N:7]=[C:6]2[C:34]2[CH:35]=[CH:36][C:37]([O:40][C:41]([F:44])([F:42])[F:43])=[CH:38][CH:39]=2)[CH2:3][CH2:4]1, predict the reactants needed to synthesize it. The reactants are: [Na+].[CH:2]1([N:5]2[C:9]([C:10]([O-])=[O:11])=[C:8]([C:13]3[CH:14]=[N:15][C:16]([N:19]([CH2:27][C:28]4[CH:33]=[CH:32][CH:31]=[CH:30][CH:29]=4)[CH2:20][C:21]4[CH:26]=[CH:25][CH:24]=[CH:23][CH:22]=4)=[CH:17][CH:18]=3)[N:7]=[C:6]2[C:34]2[CH:39]=[CH:38][C:37]([O:40][C:41]([F:44])([F:43])[F:42])=[CH:36][CH:35]=2)[CH2:4][CH2:3]1.[N:45]1([CH:50]2[CH2:55][CH2:54][NH:53][CH2:52][CH2:51]2)[CH2:49][CH2:48][CH2:47][CH2:46]1.C(N(CC)CC)C.CN(C(ON1N=NC2C=CC=NC1=2)=[N+](C)C)C.F[P-](F)(F)(F)(F)F. (4) Given the product [CH3:22][N:23]([CH2:2][C:3]1[CH:8]=[CH:7][C:6]([C:9]2[O:10][C:11]3[C:17]([C:18]([O:20][CH3:21])=[O:19])=[CH:16][CH:15]=[CH:14][C:12]=3[N:13]=2)=[CH:5][CH:4]=1)[CH3:24], predict the reactants needed to synthesize it. The reactants are: Br[CH2:2][C:3]1[CH:8]=[CH:7][C:6]([C:9]2[O:10][C:11]3[C:17]([C:18]([O:20][CH3:21])=[O:19])=[CH:16][CH:15]=[CH:14][C:12]=3[N:13]=2)=[CH:5][CH:4]=1.[CH3:22][NH:23][CH3:24]. (5) Given the product [Cl:19][C:5]1[C:6]([C:8]2[CH:9]=[C:10]([NH:14][C:15](=[O:18])[CH:16]=[CH2:17])[CH:11]=[CH:12][CH:13]=2)=[N:7][C:2]([NH:31][C:30]2[CH:29]=[CH:28][C:27]([N:24]3[CH2:23][CH2:22][N:21]([CH3:20])[CH2:26][CH2:25]3)=[CH:33][CH:32]=2)=[N:3][CH:4]=1, predict the reactants needed to synthesize it. The reactants are: Cl[C:2]1[N:7]=[C:6]([C:8]2[CH:9]=[C:10]([NH:14][C:15](=[O:18])[CH:16]=[CH2:17])[CH:11]=[CH:12][CH:13]=2)[C:5]([Cl:19])=[CH:4][N:3]=1.[CH3:20][N:21]1[CH2:26][CH2:25][N:24]([C:27]2[CH:33]=[CH:32][C:30]([NH2:31])=[CH:29][CH:28]=2)[CH2:23][CH2:22]1.C(=O)([O-])[O-].[K+].[K+].CC1(C)C2C(=C(P(C3C=CC=CC=3)C3C=CC=CC=3)C=CC=2)OC2C(P(C3C=CC=CC=3)C3C=CC=CC=3)=CC=CC1=2. (6) The reactants are: Cl[C:2]1[C:11]2[C:6](=[CH:7][CH:8]=[C:9]([Cl:12])[CH:10]=2)[N:5]=[C:4]([CH3:13])[CH:3]=1.[C:14]1([CH:20]2[CH2:24][CH2:23][NH:22][CH2:21]2)[CH:19]=[CH:18][CH:17]=[CH:16][CH:15]=1. Given the product [Cl:12][C:9]1[CH:10]=[C:11]2[C:6](=[CH:7][CH:8]=1)[N:5]=[C:4]([CH3:13])[CH:3]=[C:2]2[N:22]1[CH2:23][CH2:24][CH:20]([C:14]2[CH:19]=[CH:18][CH:17]=[CH:16][CH:15]=2)[CH2:21]1, predict the reactants needed to synthesize it.